This data is from Forward reaction prediction with 1.9M reactions from USPTO patents (1976-2016). The task is: Predict the product of the given reaction. (1) The product is: [F:1][C:2]1[CH:8]=[CH:7][CH:6]=[CH:5][C:3]=1[NH:4][C:10](=[O:11])[CH2:25][C:24]([O:27][CH2:28][CH3:29])=[O:26]. Given the reactants [F:1][C:2]1[CH:8]=[CH:7][CH:6]=[CH:5][C:3]=1[NH2:4].O.[C:10](=O)(O)[O-:11].[Na+].C(C(C(Cl)=O)C(Cl)=O)C.[C:24]([O:27][CH2:28][CH3:29])(=[O:26])[CH3:25], predict the reaction product. (2) Given the reactants [CH:1]1([N:4]2[CH2:9][CH2:8][N:7]([C:10]3([CH2:23][NH:24][C:25](=[O:32])[C:26]4[CH:31]=[CH:30][N:29]=[CH:28][CH:27]=4)[CH2:15][CH2:14][N:13](C(OC(C)(C)C)=O)[CH2:12][CH2:11]3)[CH2:6][CH2:5]2)[CH2:3][CH2:2]1.[ClH:33].O1CCOCC1, predict the reaction product. The product is: [ClH:33].[ClH:33].[CH:1]1([N:4]2[CH2:9][CH2:8][N:7]([C:10]3([CH2:23][NH:24][C:25](=[O:32])[C:26]4[CH:27]=[CH:28][N:29]=[CH:30][CH:31]=4)[CH2:15][CH2:14][NH:13][CH2:12][CH2:11]3)[CH2:6][CH2:5]2)[CH2:2][CH2:3]1. (3) Given the reactants C([N:8]1[CH:13]2[CH2:14][CH2:15][CH2:16][CH:9]1[C:10](=[O:29])[N:11]([C:18]1[CH:23]=[CH:22][C:21]([O:24][C:25]([F:28])([F:27])[F:26])=[CH:20][CH:19]=1)[C:12]2=[O:17])C1C=CC=CC=1.C(OCC)(=O)C, predict the reaction product. The product is: [F:28][C:25]([F:26])([F:27])[O:24][C:21]1[CH:22]=[CH:23][C:18]([N:11]2[C:12](=[O:17])[CH:13]3[NH:8][CH:9]([CH2:16][CH2:15][CH2:14]3)[C:10]2=[O:29])=[CH:19][CH:20]=1. (4) The product is: [CH3:13][C:14]([S:17](/[N:19]=[CH:7]/[C:6]1[CH:5]=[N:4][C:3]([C:2]([F:12])([F:11])[F:1])=[CH:10][CH:9]=1)=[O:18])([CH3:16])[CH3:15]. Given the reactants [F:1][C:2]([F:12])([F:11])[C:3]1[CH:10]=[CH:9][C:6]([CH:7]=O)=[CH:5][N:4]=1.[CH3:13][C:14]([S@@:17]([NH2:19])=[O:18])([CH3:16])[CH3:15], predict the reaction product.